From a dataset of Forward reaction prediction with 1.9M reactions from USPTO patents (1976-2016). Predict the product of the given reaction. (1) Given the reactants [C:1]([CH:4](OS(C1C=CC(C)=CC=1)(=O)=O)[C:5]1[CH:10]=[CH:9][CH:8]=[CH:7][CH:6]=1)(=[O:3])[NH2:2].[F:22][C:23]1[CH:24]=[C:25]([CH2:30][CH2:31][C@H:32]2[C:41]3[C:36](=[CH:37][C:38]([O:44][CH3:45])=[C:39]([O:42][CH3:43])[CH:40]=3)[CH2:35][CH2:34][NH:33]2)[CH:26]=[CH:27][C:28]=1[CH3:29], predict the reaction product. The product is: [F:22][C:23]1[CH:24]=[C:25]([CH2:30][CH2:31][C@H:32]2[C:41]3[C:36](=[CH:37][C:38]([O:44][CH3:45])=[C:39]([O:42][CH3:43])[CH:40]=3)[CH2:35][CH2:34][N:33]2[C@H:4]([C:5]2[CH:6]=[CH:7][CH:8]=[CH:9][CH:10]=2)[C:1]([NH2:2])=[O:3])[CH:26]=[CH:27][C:28]=1[CH3:29]. (2) Given the reactants [Cl:1][C:2]1[CH:3]=[CH:4][C:5]([C:25]#[N:26])=[C:6]([C:8]2[C:13]([O:14][CH3:15])=[CH:12][N:11]([CH2:16][C:17]([O:19][C:20]([CH3:23])([CH3:22])[CH3:21])=[O:18])[C:10](=[O:24])[CH:9]=2)[CH:7]=1.FC(F)(F)S(O[CH2:33][CH:34]1[CH2:39][CH2:38][S:37](=[O:41])(=[O:40])[CH2:36][CH2:35]1)(=O)=O, predict the reaction product. The product is: [Cl:1][C:2]1[CH:3]=[CH:4][C:5]([C:25]#[N:26])=[C:6]([C:8]2[C:13]([O:14][CH3:15])=[CH:12][N:11]([CH:16]([CH2:33][CH:34]3[CH2:39][CH2:38][S:37](=[O:41])(=[O:40])[CH2:36][CH2:35]3)[C:17]([O:19][C:20]([CH3:21])([CH3:22])[CH3:23])=[O:18])[C:10](=[O:24])[CH:9]=2)[CH:7]=1. (3) Given the reactants [CH2:1]([O:8][C:9](=[O:19])[NH:10][C:11]1[CH:16]=[CH:15][C:14](Br)=[CH:13][C:12]=1[CH3:18])[C:2]1[CH:7]=[CH:6][CH:5]=[CH:4][CH:3]=1.CC1(C)C(C)(C)OB([C:28]2[CH2:33][CH2:32][N:31]([C:34]([O:36][C:37]([CH3:40])([CH3:39])[CH3:38])=[O:35])[CH2:30][CH:29]=2)O1.C(=O)([O-])[O-].[K+].[K+], predict the reaction product. The product is: [CH2:1]([O:8][C:9]([NH:10][C:11]1[CH:16]=[CH:15][C:14]([C:28]2[CH2:33][CH2:32][N:31]([C:34]([O:36][C:37]([CH3:40])([CH3:39])[CH3:38])=[O:35])[CH2:30][CH:29]=2)=[CH:13][C:12]=1[CH3:18])=[O:19])[C:2]1[CH:7]=[CH:6][CH:5]=[CH:4][CH:3]=1. (4) Given the reactants [I:1][C:2]1[CH:3]=[C:4]([CH:8]([C:10]2[CH:15]=[CH:14][C:13]([CH3:16])=[CH:12][CH:11]=2)O)[CH:5]=[CH:6][CH:7]=1.S(Cl)([Cl:19])=O, predict the reaction product. The product is: [Cl:19][CH:8]([C:4]1[CH:5]=[CH:6][CH:7]=[C:2]([I:1])[CH:3]=1)[C:10]1[CH:15]=[CH:14][C:13]([CH3:16])=[CH:12][CH:11]=1. (5) Given the reactants [C@H:1]([NH:5][C:6]1[C:7]([C:20]([NH2:22])=[O:21])=[CH:8][C:9]([C:16]([F:19])([F:18])[F:17])=[C:10]([CH:15]=1)[C:11]([O:13]C)=[O:12])([CH2:3][CH3:4])[CH3:2].[OH-].[Na+].ClCCl.Cl, predict the reaction product. The product is: [NH2:22][C:20]([C:7]1[C:6]([NH:5][C@H:1]([CH3:2])[CH2:3][CH3:4])=[CH:15][C:10]([C:11]([OH:13])=[O:12])=[C:9]([C:16]([F:17])([F:18])[F:19])[CH:8]=1)=[O:21]. (6) Given the reactants [CH3:1][O:2][C:3]1[CH:13]=[CH:12][C:6]([CH:7]=[CH:8][C:9](O)=[O:10])=[CH:5][CH:4]=1.S(Cl)([Cl:16])=O.CN(C)C=O, predict the reaction product. The product is: [CH3:1][O:2][C:3]1[CH:13]=[CH:12][C:6]([CH:7]=[CH:8][C:9]([Cl:16])=[O:10])=[CH:5][CH:4]=1. (7) The product is: [CH:5]1[C:6]([C@H:7]2[C@H:12]([CH2:13][O:14][C:15]3[CH:16]=[CH:17][C:18]4[O:23][CH2:22][O:21][C:19]=4[CH:20]=3)[CH2:11][NH:10][CH2:9][CH2:8]2)=[CH:1][CH:2]=[C:3]([F:24])[CH:4]=1. Given the reactants [CH:1]1[C:6]([C@H:7]2[C@H:12]([CH2:13][O:14][C:15]3[CH:16]=[CH:17][C:18]4[O:23][CH2:22][O:21][C:19]=4[CH:20]=3)[CH2:11][NH:10][CH2:9][CH2:8]2)=[CH:5][CH:4]=[C:3]([F:24])[CH:2]=1.C1(NC(=O)[O-])C=CC=CC=1, predict the reaction product.